Dataset: NCI-60 drug combinations with 297,098 pairs across 59 cell lines. Task: Regression. Given two drug SMILES strings and cell line genomic features, predict the synergy score measuring deviation from expected non-interaction effect. (1) Drug 1: CN1C2=C(C=C(C=C2)N(CCCl)CCCl)N=C1CCCC(=O)O.Cl. Drug 2: C(CC(=O)O)C(=O)CN.Cl. Cell line: COLO 205. Synergy scores: CSS=4.92, Synergy_ZIP=-6.11, Synergy_Bliss=-4.50, Synergy_Loewe=-2.87, Synergy_HSA=-3.96. (2) Synergy scores: CSS=-0.741, Synergy_ZIP=0.951, Synergy_Bliss=1.39, Synergy_Loewe=-2.73, Synergy_HSA=-1.07. Drug 1: CCC1(CC2CC(C3=C(CCN(C2)C1)C4=CC=CC=C4N3)(C5=C(C=C6C(=C5)C78CCN9C7C(C=CC9)(C(C(C8N6C)(C(=O)OC)O)OC(=O)C)CC)OC)C(=O)OC)O.OS(=O)(=O)O. Drug 2: C1CC(=O)NC(=O)C1N2C(=O)C3=CC=CC=C3C2=O. Cell line: UACC-257. (3) Synergy scores: CSS=17.9, Synergy_ZIP=-8.53, Synergy_Bliss=-1.07, Synergy_Loewe=-22.5, Synergy_HSA=-2.12. Cell line: TK-10. Drug 1: CN1CCC(CC1)COC2=C(C=C3C(=C2)N=CN=C3NC4=C(C=C(C=C4)Br)F)OC. Drug 2: CN(C)N=NC1=C(NC=N1)C(=O)N.